Dataset: Full USPTO retrosynthesis dataset with 1.9M reactions from patents (1976-2016). Task: Predict the reactants needed to synthesize the given product. The reactants are: [CH3:1][C:2]1[CH:7]=[C:6]([NH:8][C:9]2[N:14]=[C:13]([NH:15][C:16]3[CH:20]=[C:19]([CH3:21])[NH:18][N:17]=3)[C:12]([C:22]([F:25])([F:24])[F:23])=[CH:11][N:10]=2)[C:5]([CH3:26])=[CH:4][C:3]=1[CH:27]1[CH2:32][CH2:31][C:30](=O)[CH2:29][CH2:28]1.[NH:34]1[CH2:39][CH2:38][O:37][CH2:36][CH2:35]1.C(O)(=O)C.C([BH3-])#N.[Na+]. Given the product [CH3:26][C:5]1[CH:4]=[C:3]([C@H:27]2[CH2:32][CH2:31][C@H:30]([N:34]3[CH2:39][CH2:38][O:37][CH2:36][CH2:35]3)[CH2:29][CH2:28]2)[C:2]([CH3:1])=[CH:7][C:6]=1[NH:8][C:9]1[N:14]=[C:13]([NH:15][C:16]2[CH:20]=[C:19]([CH3:21])[NH:18][N:17]=2)[C:12]([C:22]([F:23])([F:24])[F:25])=[CH:11][N:10]=1, predict the reactants needed to synthesize it.